The task is: Regression/Classification. Given a drug SMILES string, predict its absorption, distribution, metabolism, or excretion properties. Task type varies by dataset: regression for continuous measurements (e.g., permeability, clearance, half-life) or binary classification for categorical outcomes (e.g., BBB penetration, CYP inhibition). Dataset: b3db_classification.. This data is from Blood-brain barrier permeability classification from the B3DB database. (1) The compound is CCN=C1Nc2ccc(Cl)cc2C(c2ccccc2)S1. The result is 1 (penetrates BBB). (2) The drug is CC(=O)OCC(=O)C1(O)CCC2C3CC(C)C4=CC(=O)C=CC4(C)C3C(O)CC21C. The result is 1 (penetrates BBB). (3) The molecule is COc1ccc(OC[C@H]2CN(C)CCC2c2ccccc2)cc1. The result is 1 (penetrates BBB). (4) The molecule is CC12CCC(=O)C=C1CC[C@@H]1[C@@H]2[C@@H](O)CC2(C)[C@@H](C(=O)CO)CC[C@@H]12. The result is 0 (does not penetrate BBB). (5) The molecule is COC(=O)[C@H]1[C@H]2C[C@@H]3c4[nH]c5ccccc5c4CCN3C[C@H]2C[C@@H](OC(=O)c2cc(OC)c(OC)c(OC)c2)[C@@H]1OC. The result is 1 (penetrates BBB). (6) The drug is COc1ccc([C@@H](NC2CCOCC2)C2CC(O)C2)cn1. The result is 1 (penetrates BBB). (7) The compound is CN(C)CC/C=C1/c2ccccc2Sc2ccc(Cl)cc21. The result is 1 (penetrates BBB). (8) The drug is C[C@H](N)[C@H](O)c1cccc(O)c1. The result is 0 (does not penetrate BBB). (9) The compound is CCN(CC)C/C=C1/c2ccccc2Nc2cc(Cl)ccc21. The result is 1 (penetrates BBB). (10) The drug is O=C1NC(=O)C2(CCOc3ccc(F)cc32)N1. The result is 0 (does not penetrate BBB).